Dataset: Forward reaction prediction with 1.9M reactions from USPTO patents (1976-2016). Task: Predict the product of the given reaction. (1) Given the reactants CC(OC(/N=N/C(OC(C)C)=O)=O)C.[F:15][C:16]([F:35])([F:34])[C:17]1[CH:22]=[C:21]([C:23]2[CH:28]=[CH:27][C:26]([S:29]([CH3:32])(=[O:31])=[O:30])=[CH:25][CH:24]=2)[NH:20][C:19](=[O:33])[CH:18]=1.[N:36]1[CH:41]=[CH:40][CH:39]=[CH:38][C:37]=1[CH2:42]O.C1(P(C2C=CC=CC=2)C2C=CC=CC=2)C=CC=CC=1, predict the reaction product. The product is: [CH3:32][S:29]([C:26]1[CH:25]=[CH:24][C:23]([C:21]2[CH:22]=[C:17]([C:16]([F:15])([F:34])[F:35])[CH:18]=[C:19]([O:33][CH2:42][C:37]3[CH:38]=[CH:39][CH:40]=[CH:41][N:36]=3)[N:20]=2)=[CH:28][CH:27]=1)(=[O:30])=[O:31]. (2) Given the reactants [OH-].[Na+].[OH:3][C:4]1[CH:16]=[CH:15][C:7]2[N:8]=[C:9]([S:11]([NH2:14])(=[O:13])=[O:12])[S:10][C:6]=2[CH:5]=1.[CH2:17](Br)[C:18]#[CH:19].Cl, predict the reaction product. The product is: [CH2:19]([O:3][C:4]1[CH:16]=[CH:15][C:7]2[N:8]=[C:9]([S:11]([NH2:14])(=[O:13])=[O:12])[S:10][C:6]=2[CH:5]=1)[C:18]#[CH:17]. (3) The product is: [O:13]1[C:17]2[CH:18]=[CH:19][CH:20]=[CH:21][C:16]=2[CH:15]=[C:14]1[CH:22]([C:2]1[CH:7]=[CH:6][CH:5]=[CH:4][N:3]=1)[NH:23][S:24]([C:27]1[CH:37]=[CH:36][C:30]2[O:31][CH2:32][CH2:33][CH2:34][O:35][C:29]=2[CH:28]=1)(=[O:25])=[O:26]. Given the reactants Br[C:2]1[CH:7]=[CH:6][CH:5]=[CH:4][N:3]=1.C([Li])CCC.[O:13]1[C:17]2[CH:18]=[CH:19][CH:20]=[CH:21][C:16]=2[CH:15]=[C:14]1[CH:22]=[N:23][S:24]([C:27]1[CH:37]=[CH:36][C:30]2[O:31][CH2:32][CH2:33][CH2:34][O:35][C:29]=2[CH:28]=1)(=[O:26])=[O:25], predict the reaction product. (4) The product is: [CH3:1][N+:2]1([CH3:23])[CH2:6][CH:5]([O:7][C:8]([C:10]([OH:22])([CH:17]2[CH2:18][CH2:19][CH2:20][CH2:21]2)[C:11]2[CH:12]=[CH:13][CH:14]=[CH:15][CH:16]=2)=[O:9])[CH2:4][CH2:3]1.[S:25]([C:29]1[CH:35]=[CH:34][C:32]([CH3:33])=[CH:31][CH:30]=1)([O-:28])(=[O:27])=[O:26]. Given the reactants [CH3:1][N+:2]1([CH3:23])[CH2:6][CH:5]([O:7][C:8]([C:10]([OH:22])([CH:17]2[CH2:21][CH2:20][CH2:19][CH2:18]2)[C:11]2[CH:12]=[CH:13][CH:14]=[CH:15][CH:16]=2)=[O:9])[CH2:4][CH2:3]1.[Br-].[S:25]([C:29]1[CH:35]=[CH:34][C:32]([CH3:33])=[CH:31][CH:30]=1)([O-:28])(=[O:27])=[O:26].[Ag+], predict the reaction product. (5) Given the reactants [NH2:1][C:2]1[C:3]([C:7]2[NH:23][C:10]3=[CH:11][C:12]4[C:13]([CH3:22])([CH3:21])[C:14](=[O:20])[N:15]([CH2:18][CH3:19])[C:16]=4[CH:17]=[C:9]3[N:8]=2)=[N:4][NH:5][CH:6]=1.[CH3:24][C:25]1[S:29][C:28]([C:30](O)=[O:31])=[CH:27][CH:26]=1, predict the reaction product. The product is: [CH2:18]([N:15]1[C:16]2[CH:17]=[C:9]3[N:8]=[C:7]([C:3]4[C:2]([NH:1][C:30]([C:28]5[S:29][C:25]([CH3:24])=[CH:26][CH:27]=5)=[O:31])=[CH:6][NH:5][N:4]=4)[NH:23][C:10]3=[CH:11][C:12]=2[C:13]([CH3:22])([CH3:21])[C:14]1=[O:20])[CH3:19]. (6) Given the reactants [N:1]1[CH:6]=[CH:5][CH:4]=[CH:3][C:2]=1[CH2:7][O:8][CH2:9][C:10]1[CH:11]=[C:12]([N:16]2[C:20]3[CH:21]=[CH:22][C:23]([CH:25]=O)=[CH:24][C:19]=3[N:18]=[CH:17]2)[CH:13]=[CH:14][CH:15]=1.[NH:27]1[CH2:31][CH2:30][CH2:29][CH2:28]1.C(O[BH-](OC(=O)C)OC(=O)C)(=O)C.[Na+], predict the reaction product. The product is: [N:1]1[CH:6]=[CH:5][CH:4]=[CH:3][C:2]=1[CH2:7][O:8][CH2:9][C:10]1[CH:11]=[C:12]([N:16]2[C:20]3[CH:21]=[CH:22][C:23]([CH2:25][N:27]4[CH2:31][CH2:30][CH2:29][CH2:28]4)=[CH:24][C:19]=3[N:18]=[CH:17]2)[CH:13]=[CH:14][CH:15]=1. (7) Given the reactants Cl.Cl[C:3]1[C:12]([C:13]#[N:14])=[C:11]([CH3:15])[C:10]2[C:5](=[CH:6][C:7]([O:18][CH3:19])=[C:8]([O:16][CH3:17])[CH:9]=2)[N:4]=1.C(=O)([O-])[O-].[K+].[K+], predict the reaction product. The product is: [CH3:17][O:16][C:8]1[CH:9]=[C:10]2[C:5](=[CH:6][C:7]=1[O:18][CH3:19])[N:4]=[CH:3][C:12]([C:13]#[N:14])=[C:11]2[CH3:15].